This data is from Reaction yield outcomes from USPTO patents with 853,638 reactions. The task is: Predict the reaction yield, written as a fraction of the theoretical maximum amount of product (1.0 means a 100% yield; for example, 0.34 means a 34% yield). (1) The reactants are [F:1][C:2]1[CH:7]=[CH:6][C:5]([CH2:8][CH2:9][N:10]2[CH2:15][CH2:14][C:13]([CH3:17])([CH3:16])[CH:12]([CH2:18][NH2:19])[CH2:11]2)=[CH:4][CH:3]=1.C1([O:26][C:27](=O)[NH:28][C:29]2[CH:34]=[C:33]([C:35]3[N:39]([CH3:40])[N:38]=[N:37][N:36]=3)[CH:32]=[C:31]([CH2:41][CH3:42])[CH:30]=2)C=CC=CC=1.C(N(CC)CC)C. The catalyst is CN(C)C=O. The product is [CH2:41]([C:31]1[CH:30]=[C:29]([NH:28][C:27]([NH:19][CH2:18][CH:12]2[C:13]([CH3:17])([CH3:16])[CH2:14][CH2:15][N:10]([CH2:9][CH2:8][C:5]3[CH:6]=[CH:7][C:2]([F:1])=[CH:3][CH:4]=3)[CH2:11]2)=[O:26])[CH:34]=[C:33]([C:35]2[N:39]([CH3:40])[N:38]=[N:37][N:36]=2)[CH:32]=1)[CH3:42]. The yield is 0.500. (2) The reactants are Cl[C:2]1[CH:3]=[C:4]([NH:11][C:12]2[CH:17]=[CH:16][CH:15]=[C:14]([N:18]3[CH2:22][CH2:21][CH2:20][CH:19]3[CH3:23])[N:13]=2)[C:5]2[N:6]([CH:8]=[CH:9][N:10]=2)[N:7]=1.[OH:24][CH2:25][C:26]1[CH:27]=[C:28](B(O)O)[CH:29]=[CH:30][CH:31]=1.CC(C1C=C(C(C)C)C(C2C=CC=CC=2P(C2CCCCC2)C2CCCCC2)=C(C(C)C)C=1)C.C([O-])([O-])=O.[K+].[K+]. The catalyst is O1CCOCC1.O.C1C=CC(/C=C/C(/C=C/C2C=CC=CC=2)=O)=CC=1.C1C=CC(/C=C/C(/C=C/C2C=CC=CC=2)=O)=CC=1.C1C=CC(/C=C/C(/C=C/C2C=CC=CC=2)=O)=CC=1.[Pd].[Pd]. The product is [CH3:23][CH:19]1[CH2:20][CH2:21][CH2:22][N:18]1[C:14]1[N:13]=[C:12]([NH:11][C:4]2[C:5]3[N:6]([CH:8]=[CH:9][N:10]=3)[N:7]=[C:2]([C:30]3[CH:31]=[C:26]([CH2:25][OH:24])[CH:27]=[CH:28][CH:29]=3)[CH:3]=2)[CH:17]=[CH:16][CH:15]=1. The yield is 0.810. (3) The reactants are [I:1][C:2]1[C:3]2[C:7]([CH:8]=[CH:9][CH:10]=1)=[N:6][N:5]1[C:11](=[O:28])[CH:12]=[C:13]([CH:15]3[CH2:20][CH2:19][N:18](C(OC(C)(C)C)=O)[CH2:17][CH2:16]3)[NH:14][C:4]=21.[ClH:29]. The catalyst is CO.O1CCOCC1. The product is [ClH:29].[I:1][C:2]1[C:3]2[C:7]([CH:8]=[CH:9][CH:10]=1)=[N:6][N:14]1[C:13]([CH:15]3[CH2:20][CH2:19][NH:18][CH2:17][CH2:16]3)=[CH:12][C:11](=[O:28])[NH:5][C:4]=21. The yield is 0.900. (4) The product is [CH:42]1([N:22]2[CH:23]=[CH:24][C:19]([C:16]3[CH:17]=[CH:18][C:13]([C@@H:11]([N:7]4[CH2:6][CH2:5][C@:4]([CH2:3][C:2]([OH:1])([CH3:32])[CH3:33])([C:26]5[CH:31]=[CH:30][CH:29]=[CH:28][CH:27]=5)[O:9][C:8]4=[O:10])[CH3:12])=[CH:14][CH:15]=3)=[CH:20][C:21]2=[O:25])[CH2:43][CH2:44]1. The reactants are [OH:1][C:2]([CH3:33])([CH3:32])[CH2:3][C@@:4]1([C:26]2[CH:31]=[CH:30][CH:29]=[CH:28][CH:27]=2)[O:9][C:8](=[O:10])[N:7]([C@H:11]([C:13]2[CH:18]=[CH:17][C:16]([C:19]3[CH:24]=[CH:23][NH:22][C:21](=[O:25])[CH:20]=3)=[CH:15][CH:14]=2)[CH3:12])[CH2:6][CH2:5]1.C1C=CN=C(C2C=[CH:42][CH:43]=[CH:44]N=2)C=1.C1(B(O)O)CC1.C([O-])([O-])=O.[Na+].[Na+]. The catalyst is ClC(Cl)C.CC([O-])=O.CC([O-])=O.[Cu+2]. The yield is 0.850. (5) The reactants are [NH2:1][C:2]1[C:3]([C:14]([O:16][CH2:17][CH3:18])=[O:15])=[N:4][O:5][C:6]=1[C:7]1[CH:12]=[CH:11][CH:10]=[C:9](Br)[CH:8]=1.[F-].[Cs+].P(C(C)(C)C)(C(C)(C)C)C(C)(C)C.C([Sn](CCCC)(CCCC)[CH2:39][CH2:40][CH2:41][OH:42])CCC. The catalyst is O1CCOCC1. The product is [NH2:1][C:2]1[C:3]([C:14]([O:16][CH2:17][CH3:18])=[O:15])=[N:4][O:5][C:6]=1[C:7]1[CH:12]=[CH:11][CH:10]=[C:9](/[CH:39]=[CH:40]/[CH2:41][OH:42])[CH:8]=1. The yield is 0.220. (6) The reactants are [Br:1][C:2]1[CH:7]=[CH:6][C:5]([CH:8]2[C:12]3[C:13]([CH3:19])=[CH:14][C:15]([CH3:18])=[C:16]([CH3:17])[C:11]=3[O:10][C:9]2=[O:20])=[CH:4][CH:3]=1. The catalyst is C(OCC)(=O)C.CCCCCC. The product is [OH:20][CH2:9][CH:8]([C:12]1[C:13]([CH3:19])=[CH:14][C:15]([CH3:18])=[C:16]([CH3:17])[C:11]=1[OH:10])[C:5]1[CH:6]=[CH:7][C:2]([Br:1])=[CH:3][CH:4]=1. The yield is 0.930. (7) The reactants are C[Si](C)(C)CCOC[N:7]1[C:11]2[N:12]=[CH:13][N:14]=[C:15]([C:16]3[CH:17]=[N:18][N:19]([CH:21]([CH2:25][C:26]#[N:27])[CH2:22][C:23]#[N:24])[CH:20]=3)[C:10]=2[CH:9]=[CH:8]1.C(#N)C.F[B-](F)(F)F.[Li+].[OH-].[NH4+]. The catalyst is O. The product is [N:12]1[C:11]2[NH:7][CH:8]=[CH:9][C:10]=2[C:15]([C:16]2[CH:17]=[N:18][N:19]([CH:21]([CH2:22][C:23]#[N:24])[CH2:25][C:26]#[N:27])[CH:20]=2)=[N:14][CH:13]=1. The yield is 0.910. (8) The reactants are [O:1]1[C:5]2[CH:6]=[CH:7][CH:8]=[CH:9][C:4]=2[CH:3]=[C:2]1[CH2:10][OH:11].Cl[C:13]([O:15][C:16]1[CH:21]=[CH:20][C:19]([N+:22]([O-:24])=[O:23])=[CH:18][CH:17]=1)=[O:14]. The catalyst is C1COCC1. The product is [C:13](=[O:14])([O:15][C:16]1[CH:17]=[CH:18][C:19]([N+:22]([O-:24])=[O:23])=[CH:20][CH:21]=1)[O:11][CH2:10][C:2]1[O:1][C:5]2[CH:6]=[CH:7][CH:8]=[CH:9][C:4]=2[CH:3]=1. The yield is 0.540. (9) The catalyst is ClCCl. The yield is 0.970. The reactants are B(Br)(Br)Br.C[O:6][C:7]1[CH:16]=[C:15]2[C:10]([CH:11]=[CH:12][N:13]=[C:14]2[NH2:17])=[CH:9][CH:8]=1.N. The product is [NH2:17][C:14]1[C:15]2[C:10](=[CH:9][CH:8]=[C:7]([OH:6])[CH:16]=2)[CH:11]=[CH:12][N:13]=1.